Dataset: Full USPTO retrosynthesis dataset with 1.9M reactions from patents (1976-2016). Task: Predict the reactants needed to synthesize the given product. Given the product [NH2:1][C:2]1[CH:7]=[CH:6][N:5]=[C:4]([Cl:8])[C:3]=1[Br:16], predict the reactants needed to synthesize it. The reactants are: [NH2:1][C:2]1[CH:7]=[CH:6][N:5]=[C:4]([Cl:8])[CH:3]=1.C1C(=O)N([Br:16])C(=O)C1.